This data is from Reaction yield outcomes from USPTO patents with 853,638 reactions. The task is: Predict the reaction yield, written as a fraction of the theoretical maximum amount of product (1.0 means a 100% yield; for example, 0.34 means a 34% yield). (1) The reactants are [Cl:1][C:2]1[N:11]=[CH:10][C:9]2[C:4](=[C:5]([O:12]C)[CH:6]=[CH:7][CH:8]=2)[N:3]=1.B(Br)(Br)Br. The catalyst is C(Cl)Cl. The product is [Cl:1][C:2]1[N:11]=[CH:10][C:9]2[C:4](=[C:5]([OH:12])[CH:6]=[CH:7][CH:8]=2)[N:3]=1. The yield is 0.790. (2) The reactants are Br[CH2:2][CH2:3][CH2:4][CH2:5][N:6]1[CH:11]=[CH:10][C:9]([C:12]([O:14][CH3:15])=[O:13])=[CH:8][C:7]1=[O:16].[N-:17]=[N+:18]=[N-:19].[Na+]. The catalyst is C1COCC1.O. The product is [N:17]([CH2:2][CH2:3][CH2:4][CH2:5][N:6]1[CH:11]=[CH:10][C:9]([C:12]([O:14][CH3:15])=[O:13])=[CH:8][C:7]1=[O:16])=[N+:18]=[N-:19]. The yield is 0.970.